This data is from Forward reaction prediction with 1.9M reactions from USPTO patents (1976-2016). The task is: Predict the product of the given reaction. (1) Given the reactants O/C(=C(\O)/[C@H](O)[C@@H](O)CO)/C([O-])=O.[Na+].CC(O)(C)C.[N:20]([C@@H:23]1[CH2:27][N:26]([C:28](=[O:48])[C@@H:29]([NH:34][C:35](=[O:47])[C@@H:36]([N:38]([C:40]([O:42][C:43]([CH3:46])([CH3:45])[CH3:44])=[O:41])[CH3:39])[CH3:37])[C:30]([CH3:33])([CH3:32])[CH3:31])[C@H:25]([C:49]([NH:51][C@@H:52]([CH2:56][C:57]2[CH:66]=[CH:65][C:64]3[C:59](=[CH:60][CH:61]=[CH:62][CH:63]=3)[CH:58]=2)[C:53]([OH:55])=[O:54])=[O:50])[CH2:24]1)=[N+:21]=[N-:22].[CH:67]1[C:79]2[CH:78]([CH2:80][O:81][C:82]([NH:84][C@@H:85]([CH2:90][C:91]3[CH:96]=[CH:95][C:94]([O:97][CH2:98][C:99]#[CH:100])=[CH:93][CH:92]=3)[C:86]([O:88][CH3:89])=[O:87])=[O:83])[C:77]3[C:72](=[CH:73][CH:74]=[CH:75][CH:76]=3)[C:71]=2[CH:70]=[CH:69][CH:68]=1, predict the reaction product. The product is: [CH:67]1[C:79]2[CH:78]([CH2:80][O:81][C:82]([NH:84][C@H:85]([C:86]([O:88][CH3:89])=[O:87])[CH2:90][C:91]3[CH:92]=[CH:93][C:94]([O:97][CH2:98][C:99]4[N:22]=[N:21][N:20]([C@@H:23]5[CH2:27][N:26]([C:28](=[O:48])[C@@H:29]([NH:34][C:35](=[O:47])[C@@H:36]([N:38]([C:40]([O:42][C:43]([CH3:44])([CH3:45])[CH3:46])=[O:41])[CH3:39])[CH3:37])[C:30]([CH3:32])([CH3:31])[CH3:33])[C@H:25]([C:49]([NH:51][C@@H:52]([CH2:56][C:57]6[CH:66]=[CH:65][C:64]7[C:59](=[CH:60][CH:61]=[CH:62][CH:63]=7)[CH:58]=6)[C:53]([OH:55])=[O:54])=[O:50])[CH2:24]5)[CH:100]=4)=[CH:95][CH:96]=3)=[O:83])[C:77]3[C:72](=[CH:73][CH:74]=[CH:75][CH:76]=3)[C:71]=2[CH:70]=[CH:69][CH:68]=1. (2) Given the reactants [Cl:1][C:2]1[CH:29]=[CH:28][C:5]([CH2:6][NH:7][C:8]([C:10]2[C:11](=[O:27])[C:12]3[C:13]4[N:14]([CH:26]=2)[CH2:15][C:16](=[O:25])[N:17]([CH3:24])[C:18]=4[CH:19]=[C:20]([CH2:22]Cl)[CH:21]=3)=[O:9])=[CH:4][CH:3]=1.[CH3:30][C:31]1[O:32][C:33]([CH3:41])=[CH:34][C:35]=1[CH:36]([OH:40])[CH2:37][NH:38][CH3:39].CN(C=O)C, predict the reaction product. The product is: [Cl:1][C:2]1[CH:3]=[CH:4][C:5]([CH2:6][NH:7][C:8]([C:10]2[C:11](=[O:27])[C:12]3[C:13]4[N:14]([CH:26]=2)[CH2:15][C:16](=[O:25])[N:17]([CH3:24])[C:18]=4[CH:19]=[C:20]([CH2:22][N:38]([CH2:37][CH:36]([C:35]2[CH:34]=[C:33]([CH3:41])[O:32][C:31]=2[CH3:30])[OH:40])[CH3:39])[CH:21]=3)=[O:9])=[CH:28][CH:29]=1. (3) Given the reactants NCCN[C:5]([C:7]1[S:8][CH:9]=[CH:10][C:11]=1[NH:12][C:13]1[CH:18]=[CH:17][N:16]=[C:15]2[NH:19][CH:20]=[CH:21][C:14]=12)=[O:6].[NH2:22][CH2:23][CH:24]([C:26]1[CH:31]=[CH:30][CH:29]=[CH:28][CH:27]=1)[OH:25], predict the reaction product. The product is: [OH:25][CH:24]([C:26]1[CH:31]=[CH:30][CH:29]=[CH:28][CH:27]=1)[CH2:23][NH:22][C:5]([C:7]1[S:8][CH:9]=[CH:10][C:11]=1[NH:12][C:13]1[CH:18]=[CH:17][N:16]=[C:15]2[NH:19][CH:20]=[CH:21][C:14]=12)=[O:6]. (4) Given the reactants [C:1]([O:5][C@@H:6]([C:11]1[C:26]([CH3:27])=[CH:25][C:14]2[N:15]=[C:16]([C:18]3[CH:23]=[CH:22][N:21]=[C:20](Cl)[N:19]=3)[S:17][C:13]=2[C:12]=1[C:28]1[CH:33]=[CH:32][C:31]([Cl:34])=[CH:30][CH:29]=1)[C:7]([O:9][CH3:10])=[O:8])([CH3:4])([CH3:3])[CH3:2].[CH:35]([N:38]1[CH2:43][CH2:42][NH:41][C@H:40]([CH3:44])[CH2:39]1)([CH3:37])[CH3:36].C(N(CC)CC)C, predict the reaction product. The product is: [C:1]([O:5][C@@H:6]([C:11]1[C:26]([CH3:27])=[CH:25][C:14]2[N:15]=[C:16]([C:18]3[CH:23]=[CH:22][N:21]=[C:20]([N:41]4[CH2:42][CH2:43][N:38]([CH:35]([CH3:37])[CH3:36])[CH2:39][C@H:40]4[CH3:44])[N:19]=3)[S:17][C:13]=2[C:12]=1[C:28]1[CH:29]=[CH:30][C:31]([Cl:34])=[CH:32][CH:33]=1)[C:7]([O:9][CH3:10])=[O:8])([CH3:4])([CH3:3])[CH3:2]. (5) The product is: [Cl:40][C:37]1[CH:38]=[CH:39][C:34]([CH:8]([C:5]2[CH:4]=[CH:3][C:2]([Cl:1])=[CH:7][CH:6]=2)[C:9]2[CH:10]=[C:11]3[C:16](=[CH:17][CH:18]=2)[NH:15][C:14](=[O:19])[CH:13]=[C:12]3[NH:20][CH:21]2[CH2:22][CH2:23][NH:24][CH2:25][CH2:26]2)=[CH:35][CH:36]=1. Given the reactants [Cl:1][C:2]1[CH:7]=[CH:6][C:5]([CH:8]([C:34]2[CH:39]=[CH:38][C:37]([Cl:40])=[CH:36][CH:35]=2)[C:9]2[CH:10]=[C:11]3[C:16](=[CH:17][CH:18]=2)[NH:15][C:14](=[O:19])[CH:13]=[C:12]3[NH:20][CH:21]2[CH2:26][CH2:25][N:24](S(C(F)(F)F)(=O)=O)[CH2:23][CH2:22]2)=[CH:4][CH:3]=1.[H-].[H-].[H-].[H-].[Li+].[Al+3].[OH-].[Na+].[O-]S([O-])(=O)=O.[Na+].[Na+], predict the reaction product. (6) Given the reactants C(NC(C)C)(C)C.CN(C)CCN(C)C.C([Li])CCC.CN(C)[C:23](=[O:38])[C:24]1[CH:29]=[CH:28][CH:27]=[CH:26][C:25]=1[NH:30][C:31]1[CH:32]=[N:33][CH:34]=[CH:35][C:36]=1[CH3:37], predict the reaction product. The product is: [CH:32]1[C:31]2[NH:30][C:25]3[CH:26]=[CH:27][CH:28]=[CH:29][C:24]=3[C:23](=[O:38])[CH2:37][C:36]=2[CH:35]=[CH:34][N:33]=1. (7) The product is: [F:15][C:7]1[CH:6]=[C:5]([CH2:4][NH:2][CH3:1])[CH:10]=[C:9]([C:11]([F:14])([F:13])[F:12])[CH:8]=1. Given the reactants [CH3:1][NH2:2].Br[CH2:4][C:5]1[CH:10]=[C:9]([C:11]([F:14])([F:13])[F:12])[CH:8]=[C:7]([F:15])[CH:6]=1, predict the reaction product.